This data is from Catalyst prediction with 721,799 reactions and 888 catalyst types from USPTO. The task is: Predict which catalyst facilitates the given reaction. (1) Reactant: [NH:1]1[CH2:6][CH2:5][O:4][CH2:3][CH2:2]1.Br[CH2:8][CH2:9][CH2:10][N:11]1[C:20]2[C:15](=[CH:16][C:17]([C:21]3[C:22]4[N:23]([N:29]=[C:30]([C:32]([F:35])([F:34])[F:33])[CH:31]=4)[C:24]([O:27][CH3:28])=[CH:25][CH:26]=3)=[CH:18][CH:19]=2)[CH:14]=[CH:13][C:12]1=[O:36].O. Product: [CH3:28][O:27][C:24]1[N:23]2[N:29]=[C:30]([C:32]([F:35])([F:33])[F:34])[CH:31]=[C:22]2[C:21]([C:17]2[CH:16]=[C:15]3[C:20](=[CH:19][CH:18]=2)[N:11]([CH2:10][CH2:9][CH2:8][N:1]2[CH2:6][CH2:5][O:4][CH2:3][CH2:2]2)[C:12](=[O:36])[CH:13]=[CH:14]3)=[CH:26][CH:25]=1. The catalyst class is: 1. (2) Product: [C:17]([C:14]1[CH:15]=[C:16]2[C:11](=[CH:12][C:13]=1[O:19][CH2:20][CH2:21][O:22][CH3:23])[N:10]=[CH:9][CH:8]=[C:7]2[O:6][C:5]1[CH:4]=[CH:3][C:2]([NH:1][C:33]([NH:32][C:30]2[O:29][N:28]=[C:27]([CH3:26])[CH:31]=2)=[O:34])=[CH:25][CH:24]=1)#[N:18]. Reactant: [NH2:1][C:2]1[CH:25]=[CH:24][C:5]([O:6][C:7]2[C:16]3[C:11](=[CH:12][C:13]([O:19][CH2:20][CH2:21][O:22][CH3:23])=[C:14]([C:17]#[N:18])[CH:15]=3)[N:10]=[CH:9][CH:8]=2)=[CH:4][CH:3]=1.[CH3:26][C:27]1[CH:31]=[C:30]([NH:32][C:33](=O)[O:34]C2C=CC=CC=2)[O:29][N:28]=1.C(N(C(C)C)CC)(C)C. The catalyst class is: 11. (3) Reactant: [H-].[Na+].[CH2:3]([O:5][C:6](=[O:11])[CH2:7][C:8]([CH3:10])=[O:9])[CH3:4].C([Li])CCC.CCCCCC.Br[CH2:24][CH2:25][CH2:26][CH2:27][CH2:28][CH2:29][CH2:30][CH2:31][CH2:32][CH2:33][CH2:34][CH2:35][CH2:36][CH2:37][CH2:38]C. Product: [CH2:3]([O:5][C:6](=[O:11])[CH2:7][C:8](=[O:9])[CH2:10][CH2:38][CH2:37][CH2:36][CH2:35][CH2:34][CH2:33][CH2:32][CH2:31][CH2:30][CH2:29][CH2:28][CH2:27][CH2:26][CH2:25][CH3:24])[CH3:4]. The catalyst class is: 219.